This data is from Experimentally validated miRNA-target interactions with 360,000+ pairs, plus equal number of negative samples. The task is: Binary Classification. Given a miRNA mature sequence and a target amino acid sequence, predict their likelihood of interaction. (1) The miRNA is hsa-miR-1253 with sequence AGAGAAGAAGAUCAGCCUGCA. The protein sequence of the target gene is MALEGMSKRKRKRSVQEGENPDDGVRGSPPEDYRLGQVASSLFRGEHHSRGGTGRLASLFSSLEPQIQPVYVPVPKQTIKKTKRNEEEESTSQIERPLSQEPAKKVKAKKKHTNAEKKLADRESALASADLEEEIHQKQGQKRKNSQPGVKVADRKILDDTEDTVVSQRKKIQINQEEERLKNERTVFVGNLPVTCNKKKLKSFFKEYGQIESVRFRSLIPAEGTLSKKLAAIKRKIHPDQKNINAYVVFKEESAATQALKRNGAQIADGFRIRVDLASETSSRDKRSVFVGNLPYKVEE.... Result: 0 (no interaction). (2) The miRNA is hsa-miR-6165 with sequence CAGCAGGAGGUGAGGGGAG. The protein sequence of the target gene is MFSWLKRGGARGQQPEAIRTVTSALKELYRTKLLPLEEHYRFGAFHSPALEDADFDGKPMVLVAGQYSTGKTSFIQYLLEQEVPGSRVGPEPTTDCFVAVMHGDTEGTVPGNALVVDPDKPFRKLNPFGNTFLNRFMCAQLPNQVLESISIIDTPGILSGAKQRVSRGYDFPAVLRWFAERVDLIILLFDAHKLEISDEFSEAIGALRGHEDKIRVVLNKADMVETQQLMRVYGALMWALGKVVGTPEVLRVYIGSFWSQPLLVPDNRRLFELEEQDLFRDIQGLPRHAALRKLNDLVKR.... Result: 1 (interaction). (3) The miRNA is hsa-miR-3177-5p with sequence UGUGUACACACGUGCCAGGCGCU. The protein sequence of the target gene is MASEGLAGALASVLAGQGSSVHSCDSAPAGEPPAPVRLRKNVCYVVLAVFLSEQDEVLLIQEAKRECRGSWYLPAGRMEPGETIVEALQREVKEEAGLHCEPETLLSVEERGPSWVRFVFLARPTGGILKTSKEADAESLQAAWYPRTSLPTPLRAHDILHLVELAAQYRQQARHPLILPQELPCDLVCQRLVATFTSAQTVWVLVGTVGMPHLPVTACGLDPMEQRGGMKMAVLRLLQECLTLHHLVVEIKGLLGLQHLGRDHSDGICLNVLVTVAFRSPGIQDEPPKVRGENFSWWKV.... Result: 0 (no interaction). (4) The miRNA is hsa-miR-5580-3p with sequence CACAUAUGAAGUGAGCCAGCAC. The protein sequence of the target gene is MGPLKAFLFSPFLLRSQSRGVRLVFLLLTLHLGNCVDKADDEDDEDLTVNKTWVLAPKIHEGDITQILNSLLQGYDNKLRPDIGVRPTVIETDVYVNSIGPVDPINMEYTIDIIFAQTWFDSRLKFNSTMKVLMLNSNMVGKIWIPDTFFRNSRKSDAHWITTPNRLLRIWNDGRVLYTLRLTINAECYLQLHNFPMDEHSCPLEFSSYGYPKNEIEYKWKKPSVEVADPKYWRLYQFAFVGLRNSTEITHTISGDYVIMTIFFDLSRRMGYFTIQTYIPCILTVVLSWVSFWINKDAVP.... Result: 1 (interaction). (5) The miRNA is mmu-miR-378a-3p with sequence ACUGGACUUGGAGUCAGAAGG. The protein sequence of the target gene is MAAETQTLNFGPEWLRALSSGGSITSPPLSPALPKYKLADYRYGREEMLALFLKDYKIPFDLLEKEFLPILQEEPLPPLALVPFTEEEQRNFSMSVNSAAVLRLTGRGGGGGTVVGAPRGRSSSRGRGRGRGECGFYQRSFDEVEGVFGRGGGREMHRSQSWEERGDRRFEKPGRKDVGRPNFEESGPTSVGRKHEFIRSESENWRIFREEQNGEDEDGGWRLAGSRRDGERWRPHSPDGPRSTGWREHMERRRRFEFDFRDRDDERGYRRVRSGSGSIDDDRDSLPEWCLEDAEEEMGT.... Result: 0 (no interaction). (6) The miRNA is cel-miR-252-5p with sequence AUAAGUAGUAGUGCCGCAGGUAA. The protein sequence of the target gene is MERPLTVLQVSLYHPTQGPVAFAHVPQQLQHDASRLLVGRGQNTHLQLQLPQLSRYHLSLEPYLEKGSSLLAFCLKVLTRKSCVWVNGLPLRYLEQVPLGTINRISFSGIQMLVRKEGGASLETFVCYFHLSPSPLIYRPKAQETDE. Result: 0 (no interaction). (7) The miRNA is hsa-miR-4452 with sequence UUGAAUUCUUGGCCUUAAGUGAU. The protein sequence of the target gene is MKKSIGILSPGVALGMAGSAMSSKFFLVALAIFFSFAQVVIEANSWWSLGMNNPVQMSEVYIIGAQPLCSQLAGLSQGQKKLCHLYQDHMQYIGEGAKTGIKECQYQFRHRRWNCSTVDNTSVFGRVMQIGSRETAFTYAVSAAGVVNAMSRACREGELSTCGCSRAARPKDLPRDWLWGGCGDNIDYGYRFAKEFVDARERERIHAKGSYESARILMNLHNNEAGRRTVYNLADVACKCHGVSGSCSLKTCWLQLADFRKVGDALKEKYDSAAAMRLNSRGKLVQVNSRFNSPTTQDLV.... Result: 1 (interaction).